This data is from Forward reaction prediction with 1.9M reactions from USPTO patents (1976-2016). The task is: Predict the product of the given reaction. (1) Given the reactants [N:1]1([CH2:7][CH2:8][NH:9][S:10]([CH3:13])(=[O:12])=[O:11])[CH2:6][CH2:5][O:4][CH2:3][CH2:2]1.[H-].[Na+].Br[CH2:17][C:18]1[S:26][C:25]2[C:24]([N:27]3[CH2:32][CH2:31][O:30][CH2:29][CH2:28]3)=[N:23][C:22]([Cl:33])=[N:21][C:20]=2[CH:19]=1, predict the reaction product. The product is: [Cl:33][C:22]1[N:23]=[C:24]([N:27]2[CH2:28][CH2:29][O:30][CH2:31][CH2:32]2)[C:25]2[S:26][C:18]([CH2:17][N:9]([CH2:8][CH2:7][N:1]3[CH2:6][CH2:5][O:4][CH2:3][CH2:2]3)[S:10]([CH3:13])(=[O:12])=[O:11])=[CH:19][C:20]=2[N:21]=1. (2) Given the reactants [OH:1][C:2]1[CH:3]=[C:4]2[C:9](=[CH:10][CH:11]=1)[C:8](=[O:12])[CH2:7][CH2:6][CH2:5]2.C(N(CC)CC)C.[F:20][C:21]([F:34])([F:33])[S:22](O[S:22]([C:21]([F:34])([F:33])[F:20])(=[O:24])=[O:23])(=[O:24])=[O:23].O, predict the reaction product. The product is: [O:12]=[C:8]1[CH2:7][CH2:6][CH2:5][C:4]2[CH:3]=[C:2]([O:1][S:22]([C:21]([F:34])([F:33])[F:20])(=[O:24])=[O:23])[CH:11]=[CH:10][C:9]1=2.